Dataset: Full USPTO retrosynthesis dataset with 1.9M reactions from patents (1976-2016). Task: Predict the reactants needed to synthesize the given product. Given the product [C:26]([NH:1][CH:2]1[CH2:7][CH2:6][N:5]([C:8]2[CH:18]=[CH:17][C:11]([C:12]([O:14][CH2:15][CH3:16])=[O:13])=[CH:10][CH:9]=2)[CH2:4][CH2:3]1)(=[O:28])[CH3:27], predict the reactants needed to synthesize it. The reactants are: [NH2:1][CH:2]1[CH2:7][CH2:6][N:5]([C:8]2[CH:18]=[CH:17][C:11]([C:12]([O:14][CH2:15][CH3:16])=[O:13])=[CH:10][CH:9]=2)[CH2:4][CH2:3]1.CCN(CC)CC.[C:26](Cl)(=[O:28])[CH3:27].